Dataset: Catalyst prediction with 721,799 reactions and 888 catalyst types from USPTO. Task: Predict which catalyst facilitates the given reaction. Reactant: [N:1]1([S:5]([NH2:8])(=[O:7])=[O:6])[CH2:4][CH2:3][CH2:2]1.C1(P(C2CCCCC2)C2C=CC=CC=2C2C(C(C)C)=CC(C(C)C)=CC=2C(C)C)CCCCC1.C(=O)([O-])[O-].[Cs+].[Cs+].[CH2:49]([O:51][C:52](=[O:73])[C@H:53]([O:55][C:56]1[CH:61]=[C:60](Cl)[N:59]=[C:58]([S:63][CH2:64][C:65]2[CH:70]=[CH:69][CH:68]=[C:67]([F:71])[C:66]=2[F:72])[N:57]=1)[CH3:54])[CH3:50]. Product: [CH2:49]([O:51][C:52](=[O:73])[C@H:53]([O:55][C:56]1[CH:61]=[C:60]([NH:8][S:5]([N:1]2[CH2:4][CH2:3][CH2:2]2)(=[O:7])=[O:6])[N:59]=[C:58]([S:63][CH2:64][C:65]2[CH:70]=[CH:69][CH:68]=[C:67]([F:71])[C:66]=2[F:72])[N:57]=1)[CH3:54])[CH3:50]. The catalyst class is: 102.